Dataset: Peptide-MHC class I binding affinity with 185,985 pairs from IEDB/IMGT. Task: Regression. Given a peptide amino acid sequence and an MHC pseudo amino acid sequence, predict their binding affinity value. This is MHC class I binding data. (1) The peptide sequence is ERYLKDQQL. The MHC is HLA-A02:01 with pseudo-sequence HLA-A02:01. The binding affinity (normalized) is 0. (2) The peptide sequence is YTFTSLFSL. The MHC is HLA-A68:23 with pseudo-sequence HLA-A68:23. The binding affinity (normalized) is 0.750.